This data is from Forward reaction prediction with 1.9M reactions from USPTO patents (1976-2016). The task is: Predict the product of the given reaction. Given the reactants [F:1][C:2]([F:15])([F:14])[CH2:3][O:4][C:5]1[CH:6]=[CH:7][C:8]([C:11]([OH:13])=O)=[N:9][CH:10]=1.[NH2:16][C:17]1[CH:18]=[CH:19][C:20]([F:33])=[C:21]([C:23]2([CH:30]3[CH2:32][CH2:31]3)[NH:28][C:27](=S)[CH2:26][O:25][CH2:24]2)[CH:22]=1.C(OO)(C)(C)C.[NH3:40], predict the reaction product. The product is: [NH2:40][C:27]1[CH2:26][O:25][CH2:24][C:23]([C:21]2[CH:22]=[C:17]([NH:16][C:11]([C:8]3[CH:7]=[CH:6][C:5]([O:4][CH2:3][C:2]([F:1])([F:15])[F:14])=[CH:10][N:9]=3)=[O:13])[CH:18]=[CH:19][C:20]=2[F:33])([CH:30]2[CH2:32][CH2:31]2)[N:28]=1.